The task is: Predict which catalyst facilitates the given reaction.. This data is from Catalyst prediction with 721,799 reactions and 888 catalyst types from USPTO. (1) Reactant: [C:1]1([S:7][CH2:8][CH2:9][NH:10][C@H:11]2[CH2:16][CH2:15][C@H:14]([C:17]3[CH:26]=[CH:25][C:20]4[NH:21][C:22](=[O:24])[O:23][C:19]=4[CH:18]=3)[CH2:13][CH2:12]2)[CH:6]=[CH:5][CH:4]=[CH:3][CH:2]=1.[OH2:27]. Product: [C:1]1([S:7]([CH2:8][CH2:9][NH:10][C@H:11]2[CH2:12][CH2:13][C@H:14]([C:17]3[CH:26]=[CH:25][C:20]4[NH:21][C:22](=[O:24])[O:23][C:19]=4[CH:18]=3)[CH2:15][CH2:16]2)=[O:27])[CH:2]=[CH:3][CH:4]=[CH:5][CH:6]=1. The catalyst class is: 5. (2) Reactant: [NH2:1][C:2]1[CH:9]=[CH:8][C:5]([CH2:6][OH:7])=[CH:4][CH:3]=1.[N:10]([C:13]1[CH:18]=[CH:17][CH:16]=[CH:15][CH:14]=1)=[C:11]=[O:12]. Product: [OH:7][CH2:6][C:5]1[CH:8]=[CH:9][C:2]([NH:1][C:11]([NH:10][C:13]2[CH:18]=[CH:17][CH:16]=[CH:15][CH:14]=2)=[O:12])=[CH:3][CH:4]=1. The catalyst class is: 4.